From a dataset of Full USPTO retrosynthesis dataset with 1.9M reactions from patents (1976-2016). Predict the reactants needed to synthesize the given product. (1) Given the product [C:1]([O:17]/[N:16]=[C:14](\[NH2:15])/[CH2:13][C:7]1[CH:8]=[C:9]([Cl:12])[CH:10]=[CH:11][C:6]=1[Br:5])(=[O:3])[CH3:2], predict the reactants needed to synthesize it. The reactants are: [C:1](Cl)(=[O:3])[CH3:2].[Br:5][C:6]1[CH:11]=[CH:10][C:9]([Cl:12])=[CH:8][C:7]=1[CH2:13]/[C:14](=[N:16]/[OH:17])/[NH2:15]. (2) Given the product [CH3:15][O:16][C:17]1[CH:18]=[CH:19][C:20]([CH2:21][N:22]([C:36]2[S:37][CH:38]=[CH:39][N:40]=2)[S:23]([C:26]2[CH:27]=[CH:28][C:29]3[N:34]([C:2]4[CH:14]=[CH:13][CH:12]=[CH:11][C:3]=4[O:4][C:5]4[CH:10]=[CH:9][N:8]=[CH:7][CH:6]=4)[CH2:33][CH2:32][O:31][C:30]=3[CH:35]=2)(=[O:25])=[O:24])=[CH:41][CH:42]=1, predict the reactants needed to synthesize it. The reactants are: Br[C:2]1[CH:14]=[CH:13][CH:12]=[CH:11][C:3]=1[O:4][C:5]1[CH:10]=[CH:9][N:8]=[CH:7][CH:6]=1.[CH3:15][O:16][C:17]1[CH:42]=[CH:41][C:20]([CH2:21][N:22]([C:36]2[S:37][CH:38]=[CH:39][N:40]=2)[S:23]([C:26]2[CH:27]=[CH:28][C:29]3[NH:34][CH2:33][CH2:32][O:31][C:30]=3[CH:35]=2)(=[O:25])=[O:24])=[CH:19][CH:18]=1.CC(C)([O-])C.[Na+].CC1(C)C2C(=C(P(C3C=CC=CC=3)C3C=CC=CC=3)C=CC=2)OC2C(P(C3C=CC=CC=3)C3C=CC=CC=3)=CC=CC1=2.BrC1N=C(N(CC2C=CC(OC)=CC=2)S(C2C=CC3N(C4C=CC(C(F)(F)F)=CC=4Cl)CCOC=3C=2)(=O)=O)SN=1. (3) Given the product [OH:1][CH2:2][CH2:3][CH2:4][CH2:5][CH2:6][CH2:7][O:8][C:9]1[CH:14]=[CH:13][N:12]=[C:11]([CH2:16][O:21][C:18](=[O:20])[CH3:19])[C:10]=1[CH3:17], predict the reactants needed to synthesize it. The reactants are: [OH:1][CH2:2][CH2:3][CH2:4][CH2:5][CH2:6][CH2:7][O:8][C:9]1[CH:14]=[CH:13][N+:12]([O-])=[C:11]([CH3:16])[C:10]=1[CH3:17].[C:18]([O:21]C(=O)C)(=[O:20])[CH3:19]. (4) Given the product [Br:1][C:2]1[CH:3]=[CH:4][C:5]([C:8]2[NH:42][C:39]3[C:40]([C:9]=2[CH2:10][CH2:11][CH2:12][N:13]2[CH2:18][CH2:17][CH:16]([C:19]4[CH:20]=[C:21]([NH:25][C:26](=[O:30])[CH:27]([CH3:28])[CH3:29])[CH:22]=[CH:23][CH:24]=4)[CH2:15][CH2:14]2)=[CH:41][C:36]([O:35][C:34]([F:45])([F:44])[F:33])=[CH:37][CH:38]=3)=[CH:6][CH:7]=1, predict the reactants needed to synthesize it. The reactants are: [Br:1][C:2]1[CH:7]=[CH:6][C:5]([C:8](=O)[CH2:9][CH2:10][CH2:11][CH2:12][N:13]2[CH2:18][CH2:17][CH:16]([C:19]3[CH:20]=[C:21]([NH:25][C:26](=[O:30])[CH:27]([CH3:29])[CH3:28])[CH:22]=[CH:23][CH:24]=3)[CH2:15][CH2:14]2)=[CH:4][CH:3]=1.Cl.[F:33][C:34]([F:45])([F:44])[O:35][C:36]1[CH:41]=[CH:40][C:39]([NH:42]N)=[CH:38][CH:37]=1. (5) Given the product [Br:1][C:2]1[CH:10]=[C:9]2[C:5]([CH2:6][C:7]3([CH2:24][N:25]([C:27]([O:29][C:30]([CH3:33])([CH3:32])[CH3:31])=[O:28])[CH2:26]3)[C:8]2([NH:14][S:15]([CH2:18][CH2:19][Si:20]([CH3:23])([CH3:21])[CH3:22])(=[O:17])=[O:16])[C:11]([O:13][CH3:35])=[O:12])=[CH:4][CH:3]=1, predict the reactants needed to synthesize it. The reactants are: [Br:1][C:2]1[CH:10]=[C:9]2[C:5]([CH2:6][C:7]3([CH2:26][N:25]([C:27]([O:29][C:30]([CH3:33])([CH3:32])[CH3:31])=[O:28])[CH2:24]3)[C:8]2([NH:14][S:15]([CH2:18][CH2:19][Si:20]([CH3:23])([CH3:22])[CH3:21])(=[O:17])=[O:16])[C:11]([OH:13])=[O:12])=[CH:4][CH:3]=1.[Si](C=[N+]=[N-])(C)(C)[CH3:35].